Dataset: Catalyst prediction with 721,799 reactions and 888 catalyst types from USPTO. Task: Predict which catalyst facilitates the given reaction. (1) Reactant: [CH2:1]([O:3][C:4](=[O:7])[CH2:5][OH:6])[CH3:2].[H-].[Na+].Br.[Br:11][C:12]1[CH:13]=[C:14]([CH2:19]Br)[C:15]([NH2:18])=[N:16][CH:17]=1.O. Product: [CH2:1]([O:3][C:4](=[O:7])[CH2:5][O:6][CH2:19][C:14]1[C:15]([NH2:18])=[N:16][CH:17]=[C:12]([Br:11])[CH:13]=1)[CH3:2]. The catalyst class is: 31. (2) Reactant: [Cl:1][C:2]1[N:7]=[C:6](Cl)[CH:5]=[C:4]([CH3:9])[N:3]=1.[NH:10]1[C:14]([NH2:15])=[CH:13][CH:12]=[N:11]1.[Na+].[I-].CCN(C(C)C)C(C)C. Product: [Cl:1][C:2]1[N:7]=[C:6]([NH:15][C:14]2[NH:10][N:11]=[CH:12][CH:13]=2)[CH:5]=[C:4]([CH3:9])[N:3]=1. The catalyst class is: 296. (3) Product: [F:1][C:2]1[C:3]([N:9]2[N:13]=[C:12]([NH:14][C:19](=[O:20])[C:18]3[CH:22]=[CH:23][CH:24]=[CH:25][C:17]=3[C:16]([F:15])([F:26])[F:27])[CH:11]=[N:10]2)=[N:4][CH:5]=[C:6]([F:8])[CH:7]=1. The catalyst class is: 4. Reactant: [F:1][C:2]1[C:3]([N:9]2[N:13]=[C:12]([NH2:14])[CH:11]=[N:10]2)=[N:4][CH:5]=[C:6]([F:8])[CH:7]=1.[F:15][C:16]([F:27])([F:26])[C:17]1[CH:25]=[CH:24][CH:23]=[CH:22][C:18]=1[C:19](Cl)=[O:20].C(N(CC)CC)C. (4) Reactant: Cl.[O:2]=[C:3]1[NH:11][C:10]2[C:5](=[N:6][C:7]([C:12]3[CH:13]=[N:14][N:15]4[CH:20]=[CH:19][C:18]([C:21]#[N:22])=[CH:17][C:16]=34)=[N:8][CH:9]=2)[N:4]1[C@H:23]1[CH2:28][CH2:27][CH2:26][NH:25][CH2:24]1.[C:29](OC(=O)C)(=[O:31])[CH3:30]. Product: [C:29]([N:25]1[CH2:26][CH2:27][CH2:28][C@H:23]([N:4]2[C:3](=[O:2])[NH:11][C:10]3[C:5]2=[N:6][C:7]([C:12]2[CH:13]=[N:14][N:15]4[CH:20]=[CH:19][C:18]([C:21]#[N:22])=[CH:17][C:16]=24)=[N:8][CH:9]=3)[CH2:24]1)(=[O:31])[CH3:30]. The catalyst class is: 3. (5) Reactant: C(OC([NH:8][CH2:9][C:10]1[CH:15]=[CH:14][C:13]([CH2:16][C:17](=[O:25])[NH:18][C@H:19]([CH3:24])[C:20]([F:23])([F:22])[F:21])=[CH:12][CH:11]=1)=O)(C)(C)C.Cl. Product: [CH3:24][C@@H:19]([NH:18][C:17]([CH2:16][C:13]1[CH:12]=[CH:11][C:10]([CH2:9][NH2:8])=[CH:15][CH:14]=1)=[O:25])[C:20]([F:23])([F:21])[F:22]. The catalyst class is: 135. (6) Reactant: Cl[C:2]1[CH:7]=[C:6]([C:8]2[C:13]([CH3:14])=[CH:12][C:11]([CH3:15])=[CH:10][N:9]=2)[C:5]([Cl:16])=[CH:4][N:3]=1.[F-].[Cs+].[N:19]1[C:27]2[CH2:26][CH2:25][NH:24][CH2:23][C:22]=2[S:21][C:20]=1[N:28]1[CH2:33][CH2:32][O:31][CH2:30][CH2:29]1.C(OCC)(=O)C. Product: [Cl:16][C:5]1[C:6]([C:8]2[C:13]([CH3:14])=[CH:12][C:11]([CH3:15])=[CH:10][N:9]=2)=[CH:7][C:2]([N:24]2[CH2:25][CH2:26][C:27]3[N:19]=[C:20]([N:28]4[CH2:29][CH2:30][O:31][CH2:32][CH2:33]4)[S:21][C:22]=3[CH2:23]2)=[N:3][CH:4]=1. The catalyst class is: 58. (7) Reactant: [Si](O[C@H]([C@H]1C[C@@H](OCCC)CN1C(OC(C)(C)C)=O)[C@@H:10]([NH:20][C:21](=[O:32])[C:22]1[CH:27]=[CH:26][CH:25]=[C:24]([C:28]([O:30]C)=O)[CH:23]=1)[CH2:11][C:12]1[CH:17]=C(F)C=C(F)C=1)(C(C)(C)C)(C)C.[NH2:49][C@@H:50]([CH2:73][C:74]1[CH:79]=[C:78]([F:80])[CH:77]=[C:76]([F:81])[CH:75]=1)[C@@H:51]([C@H:60]1[CH2:64][C@@H:63]([OH:65])[CH2:62][N:61]1C(OC(C)(C)C)=O)[O:52][Si](C(C)(C)C)(C)C.[Si](O[C@H]([C@H]1C[C@@H](OCCC)CN1C(OC(C)(C)C)=O)[C@@H](NC(=O)[C:93]1[CH:98]=[CH:97][CH:96]=[C:95](C(=O)N)[CH:94]=1)C[C:93]1[CH:98]=[C:97](F)[CH:96]=[C:95](F)[CH:94]=1)(C(C)(C)C)(C)C.[CH3:129]O. Product: [CH2:10]([N:20]([CH3:129])[C:21](=[O:32])[C:22]1[CH:27]=[CH:26][CH:25]=[C:24]([C:28]([NH:49][C@@H:50]([CH2:73][C:74]2[CH:75]=[C:76]([F:81])[CH:77]=[C:78]([F:80])[CH:79]=2)[C@H:51]([OH:52])[C@H:60]2[CH2:64][C:63]([OH:65])([C:93]3[CH:98]=[CH:97][CH:96]=[CH:95][CH:94]=3)[CH2:62][NH:61]2)=[O:30])[CH:23]=1)[CH2:11][CH2:12][CH3:17]. The catalyst class is: 45.